This data is from Forward reaction prediction with 1.9M reactions from USPTO patents (1976-2016). The task is: Predict the product of the given reaction. (1) Given the reactants [OH:1][C:2]1[CH:3]=[C:4]([C:8]2[N:9]=[C:10]([N:22]3[CH2:27][CH2:26][O:25][CH2:24][CH2:23]3)[C:11]3[N:16]=[N:15][N:14]([CH2:17][CH2:18][CH2:19][CH:20]=O)[C:12]=3[N:13]=2)[CH:5]=[CH:6][CH:7]=1.[NH:28]1[CH2:32][CH2:31][CH2:30][CH2:29]1.[BH3-]C#N.[Na+], predict the reaction product. The product is: [N:22]1([C:10]2[C:11]3[N:16]=[N:15][N:14]([CH2:17][CH2:18][CH2:19][CH2:20][N:28]4[CH2:32][CH2:31][CH2:30][CH2:29]4)[C:12]=3[N:13]=[C:8]([C:4]3[CH:3]=[C:2]([OH:1])[CH:7]=[CH:6][CH:5]=3)[N:9]=2)[CH2:27][CH2:26][O:25][CH2:24][CH2:23]1. (2) Given the reactants C(Cl)(=O)C(Cl)=O.CS(C)=O.[OH:11][CH2:12][C:13]1[CH:18]=[C:17]([O:19][CH3:20])[C:16]([CH2:21][OH:22])=[CH:15][C:14]=1[O:23][CH2:24][CH2:25][CH:26]([CH3:33])[CH2:27][CH2:28][CH2:29][CH:30]([CH3:32])[CH3:31].C(N(CC)CC)C, predict the reaction product. The product is: [CH3:33][CH:26]([CH2:27][CH2:28][CH2:29][CH:30]([CH3:32])[CH3:31])[CH2:25][CH2:24][O:23][C:14]1[CH:15]=[C:16]([CH:21]=[O:22])[C:17]([O:19][CH3:20])=[CH:18][C:13]=1[CH:12]=[O:11].